This data is from Forward reaction prediction with 1.9M reactions from USPTO patents (1976-2016). The task is: Predict the product of the given reaction. (1) Given the reactants [NH2:1][C:2]1[CH:7]=[CH:6][N:5]=[CH:4][CH:3]=1.Cl[C:9](OC1C=CC([N+]([O-])=O)=CC=1)=[O:10].C(N(C(C)C)CC)(C)C.[Cl:30][C:31]1[CH:40]=[C:39]2[C:34]([C:35]([N:41]3[CH2:46][CH2:45][NH:44][CH2:43][CH2:42]3)=[CH:36][CH:37]=[N:38]2)=[CH:33][CH:32]=1, predict the reaction product. The product is: [Cl:30][C:31]1[CH:40]=[C:39]2[C:34]([C:35]([N:41]3[CH2:46][CH2:45][N:44]([C:9]([NH:1][C:2]4[CH:7]=[CH:6][N:5]=[CH:4][CH:3]=4)=[O:10])[CH2:43][CH2:42]3)=[CH:36][CH:37]=[N:38]2)=[CH:33][CH:32]=1. (2) Given the reactants [F:1][C@H:2]1[C@H:6](O)[CH2:5][CH:4]([C:8]([O:10][CH3:11])=[O:9])[CH2:3]1.CCN(S(F)(F)[F:18])CC.N#N, predict the reaction product. The product is: [F:1][C@H:2]1[C@@H:6]([F:18])[CH2:5][CH:4]([C:8]([O:10][CH3:11])=[O:9])[CH2:3]1. (3) Given the reactants [OH:1][C:2]1[CH:9]=[CH:8][C:5]([CH:6]=[O:7])=[CH:4][CH:3]=1.Cl.[CH3:11][N:12]([CH2:14][CH2:15]Cl)[CH3:13].CN(C)C=O.C(=O)([O-])[O-].[K+].[K+], predict the reaction product. The product is: [CH3:11][N:12]([CH3:13])[CH2:14][CH2:15][O:1][C:2]1[CH:9]=[CH:8][C:5]([CH:6]=[O:7])=[CH:4][CH:3]=1. (4) Given the reactants [CH3:1][C:2]1[S:6][C:5]([C:7]2[O:8][C:9]3[C:10](=[C:12]([C:16]([OH:18])=O)[CH:13]=[CH:14][CH:15]=3)[N:11]=2)=[CH:4][CH:3]=1.Cl.C(N=C=NCCCN(C)C)C.ON1C2C=CC=CC=2N=N1.Cl.Cl.[NH2:43][C@H:44]1[CH:49]2[CH2:50][CH2:51][N:46]([CH2:47][CH2:48]2)[CH2:45]1.C(N(CC)CC)C, predict the reaction product. The product is: [N:46]12[CH2:51][CH2:50][CH:49]([CH2:48][CH2:47]1)[C@H:44]([NH:43][C:16]([C:12]1[CH:13]=[CH:14][CH:15]=[C:9]3[O:8][C:7]([C:5]4[S:6][C:2]([CH3:1])=[CH:3][CH:4]=4)=[N:11][C:10]=13)=[O:18])[CH2:45]2. (5) Given the reactants [Cl:1][C:2]1[CH:3]=[C:4]([CH2:8][C:9]([OH:11])=O)[CH:5]=[CH:6][CH:7]=1.S(Cl)([Cl:14])=O, predict the reaction product. The product is: [Cl:1][C:2]1[CH:3]=[C:4]([CH2:8][C:9]([Cl:14])=[O:11])[CH:5]=[CH:6][CH:7]=1. (6) Given the reactants Br[C:2]1[CH:16]=[CH:15][C:5]2[C:6]([CH:9]3[CH2:14][CH2:13][NH:12][CH2:11][CH2:10]3)=[N:7][O:8][C:4]=2[CH:3]=1.[CH:17]1([NH:20][C:21](=[O:38])[C:22]2[CH:27]=[CH:26][C:25]([CH3:28])=[C:24](B3OC(C)(C)C(C)(C)O3)[CH:23]=2)[CH2:19][CH2:18]1, predict the reaction product. The product is: [CH:17]1([NH:20][C:21](=[O:38])[C:22]2[CH:27]=[CH:26][C:25]([CH3:28])=[C:24]([C:2]3[CH:16]=[CH:15][C:5]4[C:6]([CH:9]5[CH2:14][CH2:13][NH:12][CH2:11][CH2:10]5)=[N:7][O:8][C:4]=4[CH:3]=3)[CH:23]=2)[CH2:18][CH2:19]1. (7) Given the reactants Cl[C:2]1[CH:7]=[CH:6][C:5]([Cl:8])=[CH:4][N:3]=1.C(=O)([O-])[O-].[K+].[K+].[NH:15]1[CH2:20][CH2:19][NH:18][CH2:17][CH2:16]1.C(OCC)(=O)C, predict the reaction product. The product is: [Cl:8][C:5]1[CH:6]=[CH:7][C:2]([N:15]2[CH2:20][CH2:19][NH:18][CH2:17][CH2:16]2)=[N:3][CH:4]=1. (8) Given the reactants Br[C:2]1[CH:7]=[CH:6][N:5]=[C:4]2[N:8]([S:23]([C:26]3[CH:31]=[CH:30][CH:29]=[CH:28][CH:27]=3)(=[O:25])=[O:24])[C:9]([C:11]3[CH:16]=[CH:15][C:14]([N:17]4[CH2:22][CH2:21][O:20][CH2:19][CH2:18]4)=[CH:13][CH:12]=3)=[CH:10][C:3]=12.ClCCl.[C:35]([C:37]1[CH:38]=[C:39](B(O)O)[CH:40]=[CH:41][C:42]=1[N:43]1[CH2:47][CH2:46][CH2:45][C:44]1=[O:48])#[N:36].C(=O)([O-])[O-].[Na+].[Na+], predict the reaction product. The product is: [O:20]1[CH2:21][CH2:22][N:17]([C:14]2[CH:13]=[CH:12][C:11]([C:9]3[N:8]([S:23]([C:26]4[CH:27]=[CH:28][CH:29]=[CH:30][CH:31]=4)(=[O:24])=[O:25])[C:4]4=[N:5][CH:6]=[CH:7][C:2]([C:39]5[CH:40]=[CH:41][C:42]([N:43]6[CH2:47][CH2:46][CH2:45][C:44]6=[O:48])=[C:37]([CH:38]=5)[C:35]#[N:36])=[C:3]4[CH:10]=3)=[CH:16][CH:15]=2)[CH2:18][CH2:19]1. (9) Given the reactants [F:1][C:2]([F:13])([F:12])[C:3]1[CH:8]=[CH:7][C:6]([S:9]([O-:11])=[O:10])=[CH:5][CH:4]=1.[Na+].Br[C:16]1[CH:24]=[CH:23][C:22]2[N:21]([CH3:25])[C:20]3[CH2:26][CH:27]4[NH:31][CH:30]([C:19]=3[C:18]=2[C:17]=1[C:32]([O:34][C:35]([CH3:38])([CH3:37])[CH3:36])=[O:33])[CH2:29][CH2:28]4, predict the reaction product. The product is: [F:13][C:2]([F:1])([F:12])[C:3]1[CH:4]=[CH:5][C:6]([S:9]([C:16]2[CH:24]=[CH:23][C:22]3[N:21]([CH3:25])[C:20]4[CH2:26][CH:27]5[NH:31][CH:30]([C:19]=4[C:18]=3[C:17]=2[C:32]([O:34][C:35]([CH3:38])([CH3:37])[CH3:36])=[O:33])[CH2:29][CH2:28]5)(=[O:11])=[O:10])=[CH:7][CH:8]=1. (10) Given the reactants [CH3:1][O:2][C:3](=[O:13])[C:4](=[N:11]O)[C:5]1[CH:10]=[CH:9][CH:8]=[CH:7][N:6]=1, predict the reaction product. The product is: [CH3:1][O:2][C:3](=[O:13])[CH:4]([NH2:11])[C:5]1[CH:10]=[CH:9][CH:8]=[CH:7][N:6]=1.